From a dataset of Reaction yield outcomes from USPTO patents with 853,638 reactions. Predict the reaction yield, written as a fraction of the theoretical maximum amount of product (1.0 means a 100% yield; for example, 0.34 means a 34% yield). (1) The reactants are C1(P(=O)(C2C=CC=CC=2)C2C=CC=CC=2)C=CC=CC=1.FC(F)(F)S(OS(C(F)(F)F)(=O)=O)(=O)=O.CO[C:38](=[O:77])[C@H:39]([CH2:68][S:69]CC1C=CC=CC=1)[NH:40][C:41]([C:43]1[NH:44][C:45]2[C:50]([CH:51]=1)=[CH:49][C:48]([O:52][CH2:53][CH2:54][O:55][CH3:56])=[CH:47][C:46]=2[N:57]([CH3:67])[S:58]([C:61]1[CH:66]=[CH:65][CH:64]=[CH:63][N:62]=1)(=[O:60])=[O:59])=O.C1(SC)C=CC=CC=1.C(=O)([O-])O.[Na+].COCCOC1C=C2C(=C(N(C)S(C3C=CC=CN=3)(=O)=O)C=1)NC(C1SC[C@@H](C(OC)=O)N=1)=C2. The catalyst is ClCCl.O1CCCC1.[BH4-].[Na+].O.CO. The product is [OH:77][CH2:38][C@@H:39]1[CH2:68][S:69][C:41]([C:43]2[NH:44][C:45]3[C:50]([CH:51]=2)=[CH:49][C:48]([O:52][CH2:53][CH2:54][O:55][CH3:56])=[CH:47][C:46]=3[N:57]([CH3:67])[S:58]([C:61]2[CH:66]=[CH:65][CH:64]=[CH:63][N:62]=2)(=[O:59])=[O:60])=[N:40]1. The yield is 0.360. (2) The reactants are [CH3:1][O:2][C:3]1[CH:11]=[CH:10][C:6]([C:7]([OH:9])=O)=[CH:5][CH:4]=1.C(N1C=CN=C1)(N1C=CN=C1)=O.[Mg+].[CH2:25]([O:27][C:28](=[O:33])[CH2:29]C([O-])=O)[CH3:26].Cl. The catalyst is O1CCCC1.O.C(OCC)(=O)C. The product is [CH3:1][O:2][C:3]1[CH:4]=[CH:5][C:6]([C:7](=[O:9])[CH2:29][C:28]([O:27][CH2:25][CH3:26])=[O:33])=[CH:10][CH:11]=1. The yield is 0.920. (3) The catalyst is O.S([O-])([O-])(=O)=O.[Na+].[Na+]. The product is [N:9](=[CH:2][C:3]([NH:19][C:16]1[CH:17]=[CH:18][C:13]([O:12][CH3:11])=[CH:14][CH:15]=1)=[O:5])[OH:10]. The yield is 0.850. The reactants are Cl[C:2](Cl)(Cl)[CH:3]([OH:5])O.Cl.[NH2:9][OH:10].[CH3:11][O:12][C:13]1[CH:18]=[CH:17][C:16]([NH2:19])=[CH:15][CH:14]=1.Cl. (4) The reactants are [Cl:1][C:2]1[C:10]([N:11]([CH3:20])[S:12]([C:15]2[S:16][CH:17]=[CH:18][CH:19]=2)(=[O:14])=[O:13])=[C:9]2[C:5]([CH:6]=[C:7]([C:21](=[S:23])[NH2:22])[NH:8]2)=[CH:4][CH:3]=1.Br[CH:25]([CH:28]=O)[CH:26]=[O:27].CN(C)C(=O)C. The catalyst is O. The product is [Cl:1][C:2]1[C:10]([N:11]([CH3:20])[S:12]([C:15]2[S:16][CH:17]=[CH:18][CH:19]=2)(=[O:14])=[O:13])=[C:9]2[C:5]([CH:6]=[C:7]([C:21]3[S:23][C:25]([CH2:26][OH:27])=[CH:28][N:22]=3)[NH:8]2)=[CH:4][CH:3]=1. The yield is 0.450. (5) The reactants are [C:1]1([S:11]([NH2:14])(=[O:13])=[O:12])[C:2]([S:7]([NH2:10])(=[O:9])=[O:8])=[CH:3][CH:4]=[CH:5][CH:6]=1.[Br:15][C:16]1[CH:24]=[CH:23][C:19]([C:20](O)=[O:21])=[CH:18][CH:17]=1.C(Cl)CCl. The catalyst is CN(C1C=CN=CC=1)C.CN(C=O)C.O. The product is [Br:15][C:16]1[CH:24]=[CH:23][C:19]([C:20]([NH:10][S:7]([C:2]2[CH:3]=[CH:4][CH:5]=[CH:6][C:1]=2[S:11](=[O:13])(=[O:12])[NH2:14])(=[O:9])=[O:8])=[O:21])=[CH:18][CH:17]=1. The yield is 0.430.